This data is from Catalyst prediction with 721,799 reactions and 888 catalyst types from USPTO. The task is: Predict which catalyst facilitates the given reaction. (1) Reactant: C([O:3][C:4]([C:6]1([C:9]2[O:13][N:12]=[C:11]([C:14]3[CH:19]=[CH:18][C:17]([O:20][Si:21]([C:24]([CH3:27])([CH3:26])[CH3:25])([CH3:23])[CH3:22])=[CH:16][CH:15]=3)[C:10]=2[C:28]2[CH:33]=[CH:32][CH:31]=[CH:30][CH:29]=2)[CH2:8][CH2:7]1)=O)C.[H-].[Al+3].[Li+].[H-].[H-].[H-].[Cl-].[NH4+].O. Product: [C:24]([Si:21]([CH3:23])([CH3:22])[O:20][C:17]1[CH:16]=[CH:15][C:14]([C:11]2[C:10]([C:28]3[CH:33]=[CH:32][CH:31]=[CH:30][CH:29]=3)=[C:9]([C:6]3([CH2:4][OH:3])[CH2:8][CH2:7]3)[O:13][N:12]=2)=[CH:19][CH:18]=1)([CH3:27])([CH3:26])[CH3:25]. The catalyst class is: 1. (2) Reactant: [CH:1]1[C:10]2[C:5](=[CH:6][CH:7]=[CH:8][CH:9]=2)[CH:4]=[CH:3][C:2]=1[CH2:11][C@H:12]([C:14]([OH:16])=[O:15])[NH2:13].[CH3:17][C:18]([O:21][C:22](O[C:22]([O:21][C:18]([CH3:20])([CH3:19])[CH3:17])=[O:23])=[O:23])([CH3:20])[CH3:19].C(N(CC)CC)C. Product: [C:22]([NH:13][C@@H:12]([C:14]([OH:16])=[O:15])[CH2:11][C:2]1[CH:3]=[CH:4][C:5]2[C:10](=[CH:9][CH:8]=[CH:7][CH:6]=2)[CH:1]=1)([O:21][C:18]([CH3:20])([CH3:19])[CH3:17])=[O:23]. The catalyst class is: 283. (3) The catalyst class is: 1. Reactant: C(N(CC)CC)C.[Cl:8][C:9]1[CH:14]=[CH:13][C:12]([C:15]2[CH:20]=[CH:19][CH:18]=[CH:17][C:16]=2[NH2:21])=[CH:11][CH:10]=1.[F:22][C:23]([F:34])([F:33])[C:24]1[C:25]([C:30](Cl)=[O:31])=[N:26][CH:27]=[CH:28][N:29]=1.O. Product: [Cl:8][C:9]1[CH:10]=[CH:11][C:12]([C:15]2[CH:20]=[CH:19][CH:18]=[CH:17][C:16]=2[NH:21][C:30]([C:25]2[C:24]([C:23]([F:33])([F:22])[F:34])=[N:29][CH:28]=[CH:27][N:26]=2)=[O:31])=[CH:13][CH:14]=1. (4) Reactant: [C:1]([O:5][C:6]([NH:8][C@@H:9]([CH2:37][C:38]1[CH:43]=[CH:42][CH:41]=[CH:40][CH:39]=1)[C@@H:10]([O:29][Si](C(C)(C)C)(C)C)[CH2:11][CH:12]([CH2:16][C:17]1[CH:22]=[CH:21][C:20]([C:23]2[CH:28]=[CH:27][CH:26]=[CH:25][N:24]=2)=[CH:19][CH:18]=1)C(O)=O)=[O:7])([CH3:4])([CH3:3])[CH3:2].C1C=CC(P(N=[N+]=[N-])(C2C=CC=CC=2)=[O:51])=CC=1.C([N:63]([CH2:66]C)CC)C.[CH2:68]([OH:75])[C:69]1[CH:74]=[CH:73][CH:72]=[CH:71][CH:70]=1. Product: [C:1]([O:5][C:6]([NH:8][C@@H:9]([CH2:37][C:38]1[CH:43]=[CH:42][CH:41]=[CH:40][CH:39]=1)[C@@H:10]([OH:29])[CH2:11][C@H:12]([NH:63][C:66](=[O:51])[O:75][CH2:68][C:69]1[CH:74]=[CH:73][CH:72]=[CH:71][CH:70]=1)[CH2:16][C:17]1[CH:22]=[CH:21][C:20]([C:23]2[CH:28]=[CH:27][CH:26]=[CH:25][N:24]=2)=[CH:19][CH:18]=1)=[O:7])([CH3:3])([CH3:2])[CH3:4]. The catalyst class is: 11. (5) Reactant: [CH3:1][O:2][C:3]1[CH:4]=[C:5]2[C:10](=[CH:11][C:12]=1[O:13][CH3:14])[N:9]=[CH:8][N:7]=[C:6]2[O:15][C:16]1[CH:22]=[CH:21][C:19]([NH2:20])=[CH:18][CH:17]=1.C1(C)C=CC=CC=1.C(N(CC)CC)C.Cl[C:38](Cl)([O:40]C(=O)OC(Cl)(Cl)Cl)Cl.[Cl:49][C:50]1[CH:51]=[C:52]([CH:56]=[CH:57][CH:58]=1)[CH:53]([OH:55])[CH3:54]. Product: [CH3:1][O:2][C:3]1[CH:4]=[C:5]2[C:10](=[CH:11][C:12]=1[O:13][CH3:14])[N:9]=[CH:8][N:7]=[C:6]2[O:15][C:16]1[CH:22]=[CH:21][C:19]([NH:20][C:38](=[O:40])[O:55][CH:53]([C:52]2[CH:56]=[CH:57][CH:58]=[C:50]([Cl:49])[CH:51]=2)[CH3:54])=[CH:18][CH:17]=1. The catalyst class is: 2. (6) Reactant: Cl[C:2]1[C:11]2=[N:12][N:13](CC3C=CC(OC)=CC=3)[CH:14]=[C:10]2[C:9]2[C:8]([F:24])=[CH:7][CH:6]=[CH:5][C:4]=2[N:3]=1.[CH3:25][S:26]([C:29]1[CH:30]=[C:31]([CH:33]=[CH:34][CH:35]=1)[NH2:32])(=[O:28])=[O:27].Cl. Product: [F:24][C:8]1[C:9]2[C:10]3[CH:14]=[N:13][NH:12][C:11]=3[C:2]([NH:32][C:31]3[CH:33]=[CH:34][CH:35]=[C:29]([S:26]([CH3:25])(=[O:28])=[O:27])[CH:30]=3)=[N:3][C:4]=2[CH:5]=[CH:6][CH:7]=1. The catalyst class is: 71. (7) Reactant: [CH3:1][O:2][C:3]1[CH:18]=[CH:17][C:6]([O:7][C:8]2[CH:9]=[C:10]3[C:14](=[CH:15][CH:16]=2)[NH:13][N:12]=[CH:11]3)=[CH:5][CH:4]=1.[H-].[Na+].F[C:22]1[CH:29]=[CH:28][C:25]([C:26]#[N:27])=[CH:24][CH:23]=1. Product: [CH3:1][O:2][C:3]1[CH:18]=[CH:17][C:6]([O:7][C:8]2[CH:9]=[C:10]3[C:14](=[CH:15][CH:16]=2)[N:13]([C:22]2[CH:29]=[CH:28][C:25]([C:26]#[N:27])=[CH:24][CH:23]=2)[N:12]=[CH:11]3)=[CH:5][CH:4]=1. The catalyst class is: 35. (8) Reactant: [H-].[Na+].[CH2:3]([O:10][C:11]([N:13]1[CH2:18][CH:17]([O:19][CH2:20][C:21]2[CH:22]=[CH:23][C:24]3[O:29][CH2:28][CH2:27][N:26]([CH2:30][CH2:31][CH2:32][O:33][CH3:34])[C:25]=3[CH:35]=2)[CH:16]([C:36]2[CH:41]=[CH:40][C:39]([O:42][CH3:43])=[CH:38][CH:37]=2)[CH:15]([OH:44])[CH2:14]1)=[O:12])[C:4]1[CH:9]=[CH:8][CH:7]=[CH:6][CH:5]=1.[CH3:45][N:46]([CH3:50])[C:47](Cl)=[O:48]. Product: [CH2:3]([O:10][C:11]([N:13]1[CH2:18][CH:17]([O:19][CH2:20][C:21]2[CH:22]=[CH:23][C:24]3[O:29][CH2:28][CH2:27][N:26]([CH2:30][CH2:31][CH2:32][O:33][CH3:34])[C:25]=3[CH:35]=2)[CH:16]([C:36]2[CH:41]=[CH:40][C:39]([O:42][CH3:43])=[CH:38][CH:37]=2)[CH:15]([O:44][C:47](=[O:48])[N:46]([CH3:50])[CH3:45])[CH2:14]1)=[O:12])[C:4]1[CH:9]=[CH:8][CH:7]=[CH:6][CH:5]=1. The catalyst class is: 7. (9) Reactant: [NH2:1][C@H:2]1[C:19]2[CH:20]=[C:15]([C:16]([OH:21])=[CH:17][CH:18]=2)[C:14]2=[CH:22][C:10](=[CH:11][CH:12]=[C:13]2[OH:23])[CH2:9][C@@H:8]([C:24]([OH:26])=[O:25])[NH:7][C:6](=[O:27])[C@H:5]([CH3:28])[NH:4][C:3]1=[O:29].[C:30](Cl)(=O)C.CC#N.O. Product: [NH2:1][C@H:2]1[C:19]2[CH:20]=[C:15]([C:16]([OH:21])=[CH:17][CH:18]=2)[C:14]2=[CH:22][C:10](=[CH:11][CH:12]=[C:13]2[OH:23])[CH2:9][C@@H:8]([C:24]([O:26][CH3:30])=[O:25])[NH:7][C:6](=[O:27])[C@H:5]([CH3:28])[NH:4][C:3]1=[O:29]. The catalyst class is: 5. (10) Reactant: C1C(=O)N([Br:8])C(=O)C1.[Cl:9][C:10]1[CH:31]=[C:30]([S:32]([CH2:35][CH2:36][CH2:37]O)(=[O:34])=[O:33])[CH:29]=[CH:28][C:11]=1[C:12]([NH:14][C:15]1[CH:20]=[CH:19][C:18]([Cl:21])=[C:17]([C:22]2[CH:27]=[CH:26][CH:25]=[CH:24][N:23]=2)[CH:16]=1)=[O:13].C1(P(C2C=CC=CC=2)C2C=CC=CC=2)C=CC=CC=1. Product: [Br:8][CH2:37][CH2:36][CH2:35][S:32]([C:30]1[CH:29]=[CH:28][C:11]([C:12]([NH:14][C:15]2[CH:20]=[CH:19][C:18]([Cl:21])=[C:17]([C:22]3[CH:27]=[CH:26][CH:25]=[CH:24][N:23]=3)[CH:16]=2)=[O:13])=[C:10]([Cl:9])[CH:31]=1)(=[O:34])=[O:33]. The catalyst class is: 4.